This data is from Reaction yield outcomes from USPTO patents with 853,638 reactions. The task is: Predict the reaction yield, written as a fraction of the theoretical maximum amount of product (1.0 means a 100% yield; for example, 0.34 means a 34% yield). (1) The reactants are [CH3:1][C:2]1[N:6]([CH2:7][CH2:8][OH:9])[C:5]([N+:10]([O-:12])=[O:11])=[CH:4][N:3]=1.[OH:13][CH2:14][CH2:15]N1C([N+]([O-])=O)=CN=C1C.C(OC(=O)C)(=O)C. The catalyst is C(O)(=O)C. The product is [C:14]([O:9][CH2:8][CH2:7][N:6]1[C:5]([N+:10]([O-:12])=[O:11])=[CH:4][N:3]=[C:2]1[CH3:1])(=[O:13])[CH3:15]. The yield is 0.950. (2) The reactants are [CH:1]1([C@H:7]([NH:12][C:13]([C:15]2[CH:20]=[CH:19][C:18]([C:21]3[CH:26]=[CH:25][CH:24]=[CH:23][C:22]=3[O:27][CH3:28])=[CH:17][C:16]=2[N+:29]([O-])=O)=[O:14])[C:8]([O:10][CH3:11])=[O:9])[CH2:6][CH2:5][CH2:4][CH2:3][CH2:2]1. The catalyst is [Pd].C(O)C. The product is [NH2:29][C:16]1[CH:17]=[C:18]([C:21]2[CH:26]=[CH:25][CH:24]=[CH:23][C:22]=2[O:27][CH3:28])[CH:19]=[CH:20][C:15]=1[C:13]([NH:12][C@@H:7]([CH:1]1[CH2:6][CH2:5][CH2:4][CH2:3][CH2:2]1)[C:8]([O:10][CH3:11])=[O:9])=[O:14]. The yield is 0.970.